Dataset: Peptide-MHC class I binding affinity with 185,985 pairs from IEDB/IMGT. Task: Regression. Given a peptide amino acid sequence and an MHC pseudo amino acid sequence, predict their binding affinity value. This is MHC class I binding data. (1) The peptide sequence is VPLDEDFRKY. The MHC is HLA-A03:01 with pseudo-sequence HLA-A03:01. The binding affinity (normalized) is 0. (2) The peptide sequence is KLVGVLNW. The MHC is Mamu-B17 with pseudo-sequence Mamu-B17. The binding affinity (normalized) is 0. (3) The peptide sequence is RAWDPQPAM. The MHC is HLA-A29:02 with pseudo-sequence HLA-A29:02. The binding affinity (normalized) is 0.0847. (4) The peptide sequence is FRYEFTAPF. The MHC is HLA-A02:03 with pseudo-sequence HLA-A02:03. The binding affinity (normalized) is 0.0847. (5) The peptide sequence is GTEEIRSLF. The MHC is HLA-B08:02 with pseudo-sequence HLA-B08:02. The binding affinity (normalized) is 0.0847. (6) The peptide sequence is ETFKIDAVR. The MHC is HLA-A68:01 with pseudo-sequence HLA-A68:01. The binding affinity (normalized) is 0.956. (7) The peptide sequence is ELRSRYWAI. The MHC is HLA-A02:01 with pseudo-sequence HLA-A02:01. The binding affinity (normalized) is 0.0847.